Task: Regression. Given two drug SMILES strings and cell line genomic features, predict the synergy score measuring deviation from expected non-interaction effect.. Dataset: NCI-60 drug combinations with 297,098 pairs across 59 cell lines (1) Drug 1: C1CCC(CC1)NC(=O)N(CCCl)N=O. Drug 2: CC1=C2C(C(=O)C3(C(CC4C(C3C(C(C2(C)C)(CC1OC(=O)C(C(C5=CC=CC=C5)NC(=O)OC(C)(C)C)O)O)OC(=O)C6=CC=CC=C6)(CO4)OC(=O)C)O)C)O. Cell line: HOP-92. Synergy scores: CSS=34.6, Synergy_ZIP=-4.33, Synergy_Bliss=-1.24, Synergy_Loewe=1.70, Synergy_HSA=3.72. (2) Drug 1: CC(C1=C(C=CC(=C1Cl)F)Cl)OC2=C(N=CC(=C2)C3=CN(N=C3)C4CCNCC4)N. Drug 2: COC1=NC(=NC2=C1N=CN2C3C(C(C(O3)CO)O)O)N. Cell line: TK-10. Synergy scores: CSS=2.27, Synergy_ZIP=1.28, Synergy_Bliss=3.54, Synergy_Loewe=0.658, Synergy_HSA=1.53. (3) Drug 1: C1CN1P(=S)(N2CC2)N3CC3. Drug 2: CS(=O)(=O)CCNCC1=CC=C(O1)C2=CC3=C(C=C2)N=CN=C3NC4=CC(=C(C=C4)OCC5=CC(=CC=C5)F)Cl. Cell line: NCI/ADR-RES. Synergy scores: CSS=25.1, Synergy_ZIP=-3.39, Synergy_Bliss=0.326, Synergy_Loewe=-0.732, Synergy_HSA=0.0473. (4) Drug 1: CN1C(=O)N2C=NC(=C2N=N1)C(=O)N. Drug 2: CN(C(=O)NC(C=O)C(C(C(CO)O)O)O)N=O. Cell line: PC-3. Synergy scores: CSS=-0.883, Synergy_ZIP=0.820, Synergy_Bliss=0.665, Synergy_Loewe=0.137, Synergy_HSA=-1.21. (5) Drug 1: CC1=C2C(C(=O)C3(C(CC4C(C3C(C(C2(C)C)(CC1OC(=O)C(C(C5=CC=CC=C5)NC(=O)OC(C)(C)C)O)O)OC(=O)C6=CC=CC=C6)(CO4)OC(=O)C)OC)C)OC. Drug 2: C1CC(=O)NC(=O)C1N2CC3=C(C2=O)C=CC=C3N. Cell line: SR. Synergy scores: CSS=91.9, Synergy_ZIP=12.9, Synergy_Bliss=12.7, Synergy_Loewe=11.0, Synergy_HSA=14.8. (6) Drug 1: CCCS(=O)(=O)NC1=C(C(=C(C=C1)F)C(=O)C2=CNC3=C2C=C(C=N3)C4=CC=C(C=C4)Cl)F. Drug 2: C1C(C(OC1N2C=NC(=NC2=O)N)CO)O. Cell line: LOX IMVI. Synergy scores: CSS=47.4, Synergy_ZIP=5.91, Synergy_Bliss=5.53, Synergy_Loewe=9.67, Synergy_HSA=10.2. (7) Drug 1: C1CCN(CC1)CCOC2=CC=C(C=C2)C(=O)C3=C(SC4=C3C=CC(=C4)O)C5=CC=C(C=C5)O. Drug 2: CN(CCCl)CCCl.Cl. Cell line: SK-MEL-28. Synergy scores: CSS=-9.31, Synergy_ZIP=6.03, Synergy_Bliss=3.98, Synergy_Loewe=-6.66, Synergy_HSA=-5.56. (8) Drug 1: CC12CCC(CC1=CCC3C2CCC4(C3CC=C4C5=CN=CC=C5)C)O. Drug 2: COC1=CC(=CC(=C1O)OC)C2C3C(COC3=O)C(C4=CC5=C(C=C24)OCO5)OC6C(C(C7C(O6)COC(O7)C8=CC=CS8)O)O. Cell line: MALME-3M. Synergy scores: CSS=27.2, Synergy_ZIP=-7.61, Synergy_Bliss=-0.203, Synergy_Loewe=-28.7, Synergy_HSA=-0.0725.